Dataset: Reaction yield outcomes from USPTO patents with 853,638 reactions. Task: Predict the reaction yield, written as a fraction of the theoretical maximum amount of product (1.0 means a 100% yield; for example, 0.34 means a 34% yield). (1) The catalyst is CCO. The reactants are Br[C:2]1[N:3]=[N:4][C:5]([C:12]2[CH:17]=[CH:16][C:15]([C:18]([F:21])([F:20])[F:19])=[CH:14][CH:13]=2)=[CH:6][C:7]=1[C:8]([F:11])([F:10])[F:9].CCN(C(C)C)C(C)C.[CH3:31][O:32][C:33]1[CH:40]=[CH:39][C:36]([CH2:37][NH2:38])=[CH:35][CH:34]=1. The yield is 0.980. The product is [CH3:31][O:32][C:33]1[CH:40]=[CH:39][C:36]([CH2:37][NH:38][C:2]2[N:3]=[N:4][C:5]([C:12]3[CH:17]=[CH:16][C:15]([C:18]([F:21])([F:20])[F:19])=[CH:14][CH:13]=3)=[CH:6][C:7]=2[C:8]([F:11])([F:10])[F:9])=[CH:35][CH:34]=1. (2) The reactants are [NH2:1][CH2:2][C:3]1[C:11]2[S:10](=[O:13])(=[O:12])[N:9]=[C:8]([C:14]3[C:15](=[O:34])[N:16]([CH2:26][C:27]4[CH:32]=[CH:31][C:30]([F:33])=[CH:29][CH:28]=4)[C@@H:17]4[C@H:22]([C:23]=3[OH:24])[C@@H:21]3[CH2:25][C@H:18]4[CH2:19][CH2:20]3)[NH:7][C:6]=2[S:5][CH:4]=1.C(N(CC)CC)C.[CH:42]1([S:45](Cl)(=[O:47])=[O:46])[CH2:44][CH2:43]1. The catalyst is ClCCl. The product is [F:33][C:30]1[CH:29]=[CH:28][C:27]([CH2:26][N:16]2[C:15](=[O:34])[C:14]([C:8]3[NH:7][C:6]4[S:5][CH:4]=[C:3]([CH2:2][NH:1][S:45]([CH:42]5[CH2:44][CH2:43]5)(=[O:47])=[O:46])[C:11]=4[S:10](=[O:12])(=[O:13])[N:9]=3)=[C:23]([OH:24])[C@H:22]3[C@@H:17]2[C@H:18]2[CH2:25][C@@H:21]3[CH2:20][CH2:19]2)=[CH:32][CH:31]=1. The yield is 0.840. (3) The reactants are [C:1]([C:4]1[C:13]2[C:8](=[CH:9][CH:10]=[CH:11][CH:12]=2)[C:7]([C:14]([OH:16])=O)=[CH:6][CH:5]=1)(=[O:3])[CH3:2].C1N=CN(C(N2C=NC=C2)=O)C=1.Cl.[NH2:30][CH2:31][C:32]([NH:34][CH2:35][C:36]([F:39])([F:38])[F:37])=[O:33].C(=O)([O-])[O-].[Na+].[Na+]. The catalyst is O.C(#N)C. The product is [C:1]([C:4]1[C:13]2[C:8](=[CH:9][CH:10]=[CH:11][CH:12]=2)[C:7]([C:14]([NH:30][CH2:31][C:32](=[O:33])[NH:34][CH2:35][C:36]([F:39])([F:38])[F:37])=[O:16])=[CH:6][CH:5]=1)(=[O:3])[CH3:2]. The yield is 0.878. (4) The reactants are [C:1]([O:9]CC)(=O)[CH2:2][C:3]([O:5][CH2:6][CH3:7])=[O:4].[H-].[Na+].[H][H].[CH3:16][C:17]1[CH:28]=[CH:27][C:20]2[NH:21]C(=O)[O:23][C:24](=O)[C:19]=2[CH:18]=1.Cl. The catalyst is CC(N(C)C)=O. The product is [CH2:6]([O:5][C:3]([C:2]1[C:1](=[O:9])[NH:21][C:20]2[C:19]([C:24]=1[OH:23])=[CH:18][C:17]([CH3:16])=[CH:28][CH:27]=2)=[O:4])[CH3:7]. The yield is 0.360. (5) The reactants are [Br:1][C:2]1[NH:6][C:5]([C@@H:7]2[CH2:11][CH2:10][CH2:9][N:8]2[C:12]([O:14]C(C)(C)C)=O)=[N:4][CH:3]=1.Cl.[CH3:20][O:21][C@H:22]([CH3:32])[C@H:23]([NH:27][C:28]([O:30][CH3:31])=[O:29])C(O)=O.CN(C(ON1N=NC2C=CC=NC1=2)=[N+](C)C)C.F[P-](F)(F)(F)(F)F.CCN(C(C)C)C(C)C.[Li+].[OH-]. The catalyst is C(Cl)Cl.CO.CN(C=O)C. The product is [Br:1][C:2]1[NH:6][C:5]([C@@H:7]2[CH2:11][CH2:10][CH2:9][N:8]2[C:12](=[O:14])[C@@H:23]([NH:27][C:28](=[O:29])[O:30][CH3:31])[C@H:22]([O:21][CH3:20])[CH3:32])=[N:4][CH:3]=1. The yield is 1.00. (6) The reactants are [NH2:1][C:2]1[C:3]([N:9]2[CH2:14][CH2:13][N:12](C(OC(C)(C)C)=O)[CH2:11][CH2:10]2)=[N:4][CH:5]=[N:6][C:7]=1[SH:8].[F:22][C:23]1[CH:28]=[CH:27][C:26]([CH2:29][CH2:30][C:31](O)=O)=[CH:25][CH:24]=1. No catalyst specified. The product is [F:22][C:23]1[CH:28]=[CH:27][C:26]([CH2:29][CH2:30][C:31]2[S:8][C:7]3[N:6]=[CH:5][N:4]=[C:3]([N:9]4[CH2:10][CH2:11][NH:12][CH2:13][CH2:14]4)[C:2]=3[N:1]=2)=[CH:25][CH:24]=1. The yield is 0.800. (7) The reactants are C([Si](C(C)C)(C(C)C)[O:5][C@H:6]1[C@H:11]([O:12][Si](C(C)C)(C(C)C)C(C)C)[CH:10]=[C:9]([C:23]2[CH:28]=[CH:27][N:26]=[CH:25][C:24]=2[N+:29]([O-:31])=[O:30])[O:8][C@@H:7]1[CH2:32][O:33][Si](C(C)C)(C(C)C)C(C)C)(C)C.CCCC[N+](CCCC)(CCCC)CCCC.[F-]. The catalyst is C1COCC1. The product is [OH:33][CH2:32][C@@H:7]1[C@@H:6]([OH:5])[C@H:11]([OH:12])[CH:10]=[C:9]([C:23]2[CH:28]=[CH:27][N:26]=[CH:25][C:24]=2[N+:29]([O-:31])=[O:30])[O:8]1. The yield is 0.520.